This data is from Forward reaction prediction with 1.9M reactions from USPTO patents (1976-2016). The task is: Predict the product of the given reaction. (1) The product is: [CH3:18][C:7]1[CH:6]=[CH:5][N:4]=[C:3]2[NH:9][C:10]([C:12]3[CH:13]=[CH:14][N:15]=[CH:16][CH:17]=3)=[CH:11][C:2]=12. Given the reactants Br[C:2]1[C:3]([N:9]=[C:10]([C:12]2[CH:17]=[CH:16][N:15]=[CH:14][CH:13]=2)[CH3:11])=[N:4][CH:5]=[C:6](C)[CH:7]=1.[CH2:18]1N2CCN(CC2)C1.Cl, predict the reaction product. (2) Given the reactants C([O:3][C:4](=[O:23])[C:5]1[CH:10]=[C:9]([C:11](=[O:17])[N:12]([CH3:16])[CH2:13][CH2:14][CH3:15])[CH:8]=[C:7]([C:18](=[O:22])[NH:19][CH2:20][CH3:21])[CH:6]=1)C.[OH-].[Li+].C1COCC1, predict the reaction product. The product is: [CH2:20]([NH:19][C:18]([C:7]1[CH:6]=[C:5]([CH:10]=[C:9]([C:11](=[O:17])[N:12]([CH3:16])[CH2:13][CH2:14][CH3:15])[CH:8]=1)[C:4]([OH:23])=[O:3])=[O:22])[CH3:21]. (3) Given the reactants [NH2:1][CH2:2][C:3]([NH:5][C:6]1[CH:7]=[C:8]2[C:12](=[CH:13][CH:14]=1)[CH2:11][C@@:10]1([C:18](=[O:19])[NH:17][C:16](=[O:20])[N:15]1[CH3:21])[CH2:9]2)=[O:4].[CH:22]1[C:31]2[C:26](=[CH:27][CH:28]=[CH:29][CH:30]=2)[CH:25]=[CH:24][C:23]=1[CH:32]=O.[BH4-].[Na+], predict the reaction product. The product is: [CH3:21][N:15]1[C@@:10]2([CH2:9][C:8]3[C:12](=[CH:13][CH:14]=[C:6]([NH:5][C:3](=[O:4])[CH2:2][NH:1][CH2:32][C:23]4[CH:24]=[CH:25][C:26]5[C:31](=[CH:30][CH:29]=[CH:28][CH:27]=5)[CH:22]=4)[CH:7]=3)[CH2:11]2)[C:18](=[O:19])[NH:17][C:16]1=[O:20]. (4) Given the reactants [N:1]([C:4]1[C:13]([Cl:14])=[C:12]([NH:15][C:16]2[CH:21]=[CH:20][C:19]([Br:22])=[CH:18][C:17]=2[Cl:23])[C:7]([C:8]([O:10][CH3:11])=[O:9])=[CH:6][N:5]=1)=[N+]=[N-].CCOC(C)=O, predict the reaction product. The product is: [NH2:1][C:4]1[C:13]([Cl:14])=[C:12]([NH:15][C:16]2[CH:21]=[CH:20][C:19]([Br:22])=[CH:18][C:17]=2[Cl:23])[C:7]([C:8]([O:10][CH3:11])=[O:9])=[CH:6][N:5]=1. (5) Given the reactants [NH2:1][C:2]1[CH:7]=[CH:6][C:5]([Br:8])=[CH:4][C:3]=1[C:9]([C:11]1[CH:16]=[CH:15][C:14]([F:17])=[CH:13][CH:12]=1)=O.[CH3:18][S:19]([CH2:22][C:23](=O)[CH3:24])(=[O:21])=[O:20].[Na], predict the reaction product. The product is: [Br:8][C:5]1[CH:4]=[C:3]2[C:2](=[CH:7][CH:6]=1)[N:1]=[C:23]([CH3:24])[C:22]([S:19]([CH3:18])(=[O:21])=[O:20])=[C:9]2[C:11]1[CH:16]=[CH:15][C:14]([F:17])=[CH:13][CH:12]=1. (6) Given the reactants [CH:1]([O:14][C:15]([C:17]1[N:18]2[C@H:21]([S:22][CH2:23][C:24]=1[CH2:25][Cl:26])[C@H:20]([NH:27][C:28](=[O:67])/[C:29](=[N:44]\[O:45][C@@H:46]([CH2:59][C:60]([O:62][C:63]([CH3:66])([CH3:65])[CH3:64])=[O:61])[C:47]([O:49][CH2:50][C:51]1[CH:56]=[CH:55][C:54]([O:57][CH3:58])=[CH:53][CH:52]=1)=[O:48])/[C:30]1[N:31]=[C:32]([NH:36][C:37]([O:39][C:40]([CH3:43])([CH3:42])[CH3:41])=[O:38])[S:33][C:34]=1[Cl:35])[C:19]2=[O:68])=[O:16])([C:8]1[CH:13]=[CH:12][CH:11]=[CH:10][CH:9]=1)[C:2]1[CH:7]=[CH:6][CH:5]=[CH:4][CH:3]=1.C1C=C(Cl)C=C(C(OO)=[O:77])C=1.[O-]S([O-])(=S)=O.[Na+].[Na+], predict the reaction product. The product is: [CH:1]([O:14][C:15]([C:17]1[N:18]2[C@H:21]([S@:22](=[O:77])[CH2:23][C:24]=1[CH2:25][Cl:26])[C@H:20]([NH:27][C:28](=[O:67])/[C:29](=[N:44]\[O:45][C@@H:46]([CH2:59][C:60]([O:62][C:63]([CH3:66])([CH3:65])[CH3:64])=[O:61])[C:47]([O:49][CH2:50][C:51]1[CH:52]=[CH:53][C:54]([O:57][CH3:58])=[CH:55][CH:56]=1)=[O:48])/[C:30]1[N:31]=[C:32]([NH:36][C:37]([O:39][C:40]([CH3:43])([CH3:42])[CH3:41])=[O:38])[S:33][C:34]=1[Cl:35])[C:19]2=[O:68])=[O:16])([C:8]1[CH:13]=[CH:12][CH:11]=[CH:10][CH:9]=1)[C:2]1[CH:3]=[CH:4][CH:5]=[CH:6][CH:7]=1. (7) Given the reactants [C:1]1([CH:7]2[CH2:9][CH:8]2[CH2:10][NH:11][C:12]([C:14]2[N:15]=[N:16][C:17](Cl)=[CH:18][CH:19]=2)=[O:13])[CH:6]=[CH:5][CH:4]=[CH:3][CH:2]=1.[N:21]1([C:27]([C:29]2[CH:34]=[CH:33][CH:32]=[CH:31][C:30]=2[C:35]([F:38])([F:37])[F:36])=[O:28])[CH2:26][CH2:25][NH:24][CH2:23][CH2:22]1, predict the reaction product. The product is: [C:1]1([CH:7]2[CH2:9][CH:8]2[CH2:10][NH:11][C:12]([C:14]2[N:15]=[N:16][C:17]([N:24]3[CH2:25][CH2:26][N:21]([C:27](=[O:28])[C:29]4[CH:34]=[CH:33][CH:32]=[CH:31][C:30]=4[C:35]([F:38])([F:36])[F:37])[CH2:22][CH2:23]3)=[CH:18][CH:19]=2)=[O:13])[CH:6]=[CH:5][CH:4]=[CH:3][CH:2]=1. (8) Given the reactants [C:1]([C@@:3]1([CH2:32][CH3:33])[CH2:7][CH2:6][N:5]([C:8]2[CH:13]=[CH:12][N:11]=[C:10]([NH:14][C:15]3[CH:27]=[CH:26][C:18]([C:19]([O:21]C(C)(C)C)=[O:20])=[C:17]([O:28][CH2:29][CH3:30])[CH:16]=3)[N:9]=2)[C:4]1=[O:31])#[N:2].[ClH:34], predict the reaction product. The product is: [ClH:34].[C:1]([C@@:3]1([CH2:32][CH3:33])[CH2:7][CH2:6][N:5]([C:8]2[CH:13]=[CH:12][N:11]=[C:10]([NH:14][C:15]3[CH:27]=[CH:26][C:18]([C:19]([OH:21])=[O:20])=[C:17]([O:28][CH2:29][CH3:30])[CH:16]=3)[N:9]=2)[C:4]1=[O:31])#[N:2]. (9) Given the reactants [OH:1][C:2]1[C:11]2[C:10]3[CH:12]=[CH:13][C:14]([CH2:16][S:17]([NH2:20])(=[O:19])=[O:18])=[CH:15][C:9]=3[CH:8]([C:21]3[CH:26]=[CH:25][CH:24]=[CH:23][CH:22]=3)[O:7][C:6]=2[CH:5]=[CH:4][CH:3]=1.C[Si]([CH:31]([Si](C)(C)C)[C:32](N)=O)(C)C.CC(C)([O-])C.[K+].C(I)C.Cl.C([O-])(O)=O.[Na+], predict the reaction product. The product is: [CH2:31]([O:1][C:2]1[C:11]2[C:10]3[CH:12]=[CH:13][C:14]([CH2:16][S:17]([NH2:20])(=[O:19])=[O:18])=[CH:15][C:9]=3[CH:8]([C:21]3[CH:22]=[CH:23][CH:24]=[CH:25][CH:26]=3)[O:7][C:6]=2[CH:5]=[CH:4][CH:3]=1)[CH3:32]. (10) Given the reactants [CH:1]1([N:4]2[CH2:9][CH2:8][NH:7][CH2:6][CH2:5]2)[CH2:3][CH2:2]1.[Cl:10][C:11]1[CH:20]=[CH:19][C:18]2[C:13](=[CH:14][CH:15]=[C:16]([S:21][C:22]([F:25])([F:24])[F:23])[CH:17]=2)[N:12]=1, predict the reaction product. The product is: [ClH:10].[CH:1]1([N:4]2[CH2:9][CH2:8][N:7]([C:11]3[CH:20]=[CH:19][C:18]4[C:13](=[CH:14][CH:15]=[C:16]([S:21][C:22]([F:23])([F:24])[F:25])[CH:17]=4)[N:12]=3)[CH2:6][CH2:5]2)[CH2:3][CH2:2]1.